The task is: Predict the reaction yield, written as a fraction of the theoretical maximum amount of product (1.0 means a 100% yield; for example, 0.34 means a 34% yield).. This data is from Reaction yield outcomes from USPTO patents with 853,638 reactions. (1) The reactants are [F-].C([N+](CCCC)(CCCC)CCCC)CCC.[Si]([O:26][CH2:27][CH2:28][N:29]1[CH:33]=[CH:32][N:31]=[C:30]1[CH2:34][CH2:35][C:36]([N:38]1[CH2:43][CH2:42][CH:41]([N:44]([CH3:46])[CH3:45])[CH2:40][CH2:39]1)=[O:37])(C(C)(C)C)(C)C. The catalyst is O1CCCC1. The product is [CH3:46][N:44]([CH3:45])[CH:41]1[CH2:42][CH2:43][N:38]([C:36](=[O:37])[CH2:35][CH2:34][C:30]2[N:29]([CH2:28][CH2:27][OH:26])[CH:33]=[CH:32][N:31]=2)[CH2:39][CH2:40]1. The yield is 0.840. (2) The reactants are [F:8][C:7]([F:10])([F:9])[C:6](O[C:6](=[O:11])[C:7]([F:10])([F:9])[F:8])=[O:11].[F:14][C:15]1[CH:20]=[CH:19][C:18]([C:21]2[CH:26]=[CH:25][CH:24]=[C:23]([NH2:27])[CH:22]=2)=[CH:17][C:16]=1[N+:28]([O-:30])=[O:29].C(N(CC)CC)C. The catalyst is ClCCl. The product is [F:14][C:15]1[CH:20]=[CH:19][C:18]([C:21]2[CH:26]=[CH:25][CH:24]=[C:23]([NH:27][C:6](=[O:11])[C:7]([F:8])([F:9])[F:10])[CH:22]=2)=[CH:17][C:16]=1[N+:28]([O-:30])=[O:29]. The yield is 0.650.